Predict which catalyst facilitates the given reaction. From a dataset of Catalyst prediction with 721,799 reactions and 888 catalyst types from USPTO. (1) Reactant: [Cl:1][C:2]1[C:7]([N:8]2[CH2:13][CH2:12][CH:11]([NH:14][CH:15]3[CH2:18][C:17]([F:20])([F:19])[CH2:16]3)[CH2:10][CH2:9]2)=[CH:6][C:5]([C:21]#[N:22])=[CH:4][C:3]=1[NH:23][C:24]1[N:29]=[C:28]([N:30]([CH:40]2[CH2:42][CH2:41]2)CC2C=CC(OC)=CC=2)[C:27]2=[N:43][CH:44]=[C:45]([C:46]#[N:47])[N:26]2[N:25]=1.C1(OC)C=CC=CC=1.FC(F)(F)C(O)=O. Product: [Cl:1][C:2]1[C:7]([N:8]2[CH2:13][CH2:12][CH:11]([NH:14][CH:15]3[CH2:16][C:17]([F:20])([F:19])[CH2:18]3)[CH2:10][CH2:9]2)=[CH:6][C:5]([C:21]#[N:22])=[CH:4][C:3]=1[NH:23][C:24]1[N:29]=[C:28]([NH:30][CH:40]2[CH2:41][CH2:42]2)[C:27]2=[N:43][CH:44]=[C:45]([C:46]#[N:47])[N:26]2[N:25]=1. The catalyst class is: 4. (2) Reactant: [NH2:1][C:2]1[C:10]2[C:5](=[CH:6][CH:7]=[CH:8][CH:9]=2)[NH:4][C:3]=1[C:11]([O:13][CH2:14][CH3:15])=[O:12].[CH:16]1([N:22]=[C:23]=[S:24])[CH2:21][CH2:20][CH2:19][CH2:18][CH2:17]1. Product: [CH:16]1([NH:22][C:23](=[S:24])[NH:1][C:2]2[C:10]3[C:5](=[CH:6][CH:7]=[CH:8][CH:9]=3)[NH:4][C:3]=2[C:11]([O:13][CH2:14][CH3:15])=[O:12])[CH2:21][CH2:20][CH2:19][CH2:18][CH2:17]1. The catalyst class is: 14. (3) Reactant: C(OC([N:8]1[CH2:12][CH2:11][CH2:10][CH:9]1[C:13](=[O:32])[NH:14][C:15]1[CH:20]=[CH:19][C:18]([C:21]2[CH:26]=[CH:25][CH:24]=[CH:23][C:22]=2[S:27]([CH3:30])(=[O:29])=[O:28])=[CH:17][C:16]=1[F:31])=O)(C)(C)C.FC(F)(F)C(O)=O. Product: [F:31][C:16]1[CH:17]=[C:18]([C:21]2[CH:26]=[CH:25][CH:24]=[CH:23][C:22]=2[S:27]([CH3:30])(=[O:28])=[O:29])[CH:19]=[CH:20][C:15]=1[NH:14][C:13]([CH:9]1[CH2:10][CH2:11][CH2:12][NH:8]1)=[O:32]. The catalyst class is: 366. (4) Reactant: [ClH:1].[C:2]([C:5]1[CH:11]=[CH:10][CH:9]=[CH:8][C:6]=1[NH2:7])(=[O:4])[CH3:3].[N:12]([O-])=O.[Na+]. Product: [ClH:1].[N:7]1[C:6]2[C:5](=[CH:11][CH:10]=[CH:9][CH:8]=2)[C:2]([OH:4])=[CH:3][N:12]=1. The catalyst class is: 6. (5) Reactant: C(O)(C(F)(F)F)=O.[F:8][CH:9]([CH2:24][N:25]1[CH:29]=[C:28]([NH:30][C:31](=[O:39])[CH2:32][C:33]2[CH:38]=[CH:37][CH:36]=[CH:35][N:34]=2)[N:27]=[N:26]1)[CH2:10][CH2:11][N:12]1[CH:16]=[C:15]([C:17]([O:19]C(C)(C)C)=[O:18])[N:14]=[N:13]1.O. Product: [F:8][CH:9]([CH2:24][N:25]1[CH:29]=[C:28]([NH:30][C:31](=[O:39])[CH2:32][C:33]2[CH:38]=[CH:37][CH:36]=[CH:35][N:34]=2)[N:27]=[N:26]1)[CH2:10][CH2:11][N:12]1[CH:16]=[C:15]([C:17]([OH:19])=[O:18])[N:14]=[N:13]1. The catalyst class is: 2. (6) Reactant: [Cl:1][C:2]1[C:3]([CH3:17])=[C:4]([C:8]([N:10]2[CH2:15][CH2:14][NH:13][C:12](=O)[CH2:11]2)=[O:9])[CH:5]=[CH:6][CH:7]=1.F[B-](F)(F)F.C[O+](C)C.[S:27]1[CH:31]=[CH:30][N:29]=[C:28]1[C:32]([NH:34][NH2:35])=O.C(O)CCC. The catalyst class is: 4. Product: [Cl:1][C:2]1[C:3]([CH3:17])=[C:4]([C:8]([N:10]2[CH2:15][CH2:14][N:13]3[C:32]([C:28]4[S:27][CH:31]=[CH:30][N:29]=4)=[N:34][N:35]=[C:12]3[CH2:11]2)=[O:9])[CH:5]=[CH:6][CH:7]=1. (7) Reactant: [F:1][CH2:2][C:3]1([NH:15][C:16](=[O:31])[CH2:17][NH:18][C:19](=[O:30])[C:20]2[CH:25]=[CH:24][CH:23]=[C:22]([C:26]([F:29])([F:28])[F:27])[CH:21]=2)[CH2:7][CH2:6][N:5](C(OC(C)(C)C)=O)[CH2:4]1.O1CCOCC1.[ClH:38]. Product: [ClH:38].[F:1][CH2:2][C:3]1([NH:15][C:16](=[O:31])[CH2:17][NH:18][C:19](=[O:30])[C:20]2[CH:25]=[CH:24][CH:23]=[C:22]([C:26]([F:29])([F:27])[F:28])[CH:21]=2)[CH2:7][CH2:6][NH:5][CH2:4]1. The catalyst class is: 1. (8) Reactant: [NH2:1][C:2]1[C:11]([Br:12])=[C:10]2[C:5]([C:6](=[O:23])[C:7]([C:16]3[CH:21]=[CH:20][C:19]([Cl:22])=[CH:18][CH:17]=3)=[C:8]([CH:13]([CH3:15])[CH3:14])[O:9]2)=[CH:4][CH:3]=1.[C:24](Cl)(Cl)=[O:25].C(N(CC)CC)C.[CH2:35]([OH:42])[C:36]1[CH:41]=[CH:40][CH:39]=[CH:38][CH:37]=1. Product: [CH2:35]([O:42][C:24](=[O:25])[NH:1][C:2]1[C:11]([Br:12])=[C:10]2[C:5]([C:6](=[O:23])[C:7]([C:16]3[CH:17]=[CH:18][C:19]([Cl:22])=[CH:20][CH:21]=3)=[C:8]([CH:13]([CH3:14])[CH3:15])[O:9]2)=[CH:4][CH:3]=1)[C:36]1[CH:41]=[CH:40][CH:39]=[CH:38][CH:37]=1. The catalyst class is: 390. (9) Reactant: [I:1][C:2]1[CH:3]=[C:4]([CH:6]=[CH:7][C:8]=1[CH3:9])[NH2:5].C(N(CC)CC)C.[F:17][C:18]1[CH:19]=[C:20]([CH:24]=[C:25]([C:27]([F:30])([F:29])[F:28])[CH:26]=1)[C:21](Cl)=[O:22]. Product: [F:17][C:18]1[CH:19]=[C:20]([CH:24]=[C:25]([C:27]([F:28])([F:29])[F:30])[CH:26]=1)[C:21]([NH:5][C:4]1[CH:6]=[CH:7][C:8]([CH3:9])=[C:2]([I:1])[CH:3]=1)=[O:22]. The catalyst class is: 2.